From a dataset of Forward reaction prediction with 1.9M reactions from USPTO patents (1976-2016). Predict the product of the given reaction. (1) Given the reactants [CH3:1][C:2]1[C:10]([C:11]2[CH:12]=[CH:13][C:14]([NH2:17])=[N:15][CH:16]=2)=[CH:9][C:8]2[CH2:7][CH2:6][O:5][C:4]=2[CH:3]=1.[F:18][C:19]1[CH:27]=[CH:26][CH:25]=[C:24]([F:28])[C:20]=1[C:21](Cl)=[O:22].CCN(C(C)C)C(C)C.C([O-])(O)=O.[Na+].C(Cl)Cl, predict the reaction product. The product is: [F:18][C:19]1[CH:27]=[CH:26][CH:25]=[C:24]([F:28])[C:20]=1[C:21]([NH:17][C:14]1[CH:13]=[CH:12][C:11]([C:10]2[C:2]([CH3:1])=[CH:3][C:4]3[O:5][CH2:6][CH2:7][C:8]=3[CH:9]=2)=[CH:16][N:15]=1)=[O:22]. (2) Given the reactants [CH:1]1([C:4]2[NH:8][C:7]3[CH:9]=[C:10]([C:17]4[C:18]([CH3:23])=[N:19][O:20][C:21]=4[CH3:22])[CH:11]=[C:12]([C:13]([O:15][CH3:16])=[O:14])[C:6]=3[N:5]=2)[CH2:3][CH2:2]1.[C:24](O[C:24]([O:26][C:27]([CH3:30])([CH3:29])[CH3:28])=[O:25])([O:26][C:27]([CH3:30])([CH3:29])[CH3:28])=[O:25].C(N(CC)CC)C, predict the reaction product. The product is: [CH:1]1([C:4]2[N:8]([C:24]([O:26][C:27]([CH3:30])([CH3:29])[CH3:28])=[O:25])[C:7]3[CH:9]=[C:10]([C:17]4[C:18]([CH3:23])=[N:19][O:20][C:21]=4[CH3:22])[CH:11]=[C:12]([C:13]([O:15][CH3:16])=[O:14])[C:6]=3[N:5]=2)[CH2:3][CH2:2]1. (3) Given the reactants [Br:1]N1C(=O)CCC1=O.CC(N=NC(C#N)(C)C)(C#N)C.[F:21][C:22]1[CH:29]=[C:28]([CH3:30])[CH:27]=[CH:26][C:23]=1[C:24]#[N:25], predict the reaction product. The product is: [Br:1][CH2:30][C:28]1[CH:27]=[CH:26][C:23]([C:24]#[N:25])=[C:22]([F:21])[CH:29]=1. (4) Given the reactants Cl[C:2]1[N:7]=[C:6]([N:8]2[CH2:13][CH2:12][CH:11]([CH:14]3[CH2:19][CH2:18][N:17]([C:20]([O:22][C:23]([CH3:26])([CH3:25])[CH3:24])=[O:21])[CH2:16][CH2:15]3)[CH2:10][CH2:9]2)[C:5]([F:27])=[CH:4][N:3]=1.[CH3:28][O-:29].[K+], predict the reaction product. The product is: [F:27][C:5]1[C:6]([N:8]2[CH2:13][CH2:12][CH:11]([CH:14]3[CH2:19][CH2:18][N:17]([C:20]([O:22][C:23]([CH3:26])([CH3:25])[CH3:24])=[O:21])[CH2:16][CH2:15]3)[CH2:10][CH2:9]2)=[N:7][C:2]([O:29][CH3:28])=[N:3][CH:4]=1. (5) Given the reactants [Cl:1][C:2]1[CH:8]=[CH:7][C:5]([NH2:6])=[CH:4][C:3]=1[N+:9]([O-:11])=[O:10].[Cl:12][CH2:13][C:14](Cl)=[O:15], predict the reaction product. The product is: [Cl:12][CH2:13][C:14]([NH:6][C:5]1[CH:7]=[CH:8][C:2]([Cl:1])=[C:3]([N+:9]([O-:11])=[O:10])[CH:4]=1)=[O:15]. (6) Given the reactants Cl[C:2]1[C:7]([CH2:8][C:9]([O:11][CH3:12])=[O:10])=[C:6]([Cl:13])[N:5]=[C:4]([CH2:14][C:15]2[CH:20]=[CH:19][C:18]([N+:21]([O-:23])=[O:22])=[CH:17][CH:16]=2)[N:3]=1.[CH3:24][O:25][CH:26]([O:29][CH3:30])[CH2:27][NH2:28].C(N(C(C)C)CC)(C)C, predict the reaction product. The product is: [Cl:13][C:6]1[C:7]([CH2:8][C:9]([O:11][CH3:12])=[O:10])=[C:2]([NH:28][CH2:27][CH:26]([O:29][CH3:30])[O:25][CH3:24])[N:3]=[C:4]([CH2:14][C:15]2[CH:20]=[CH:19][C:18]([N+:21]([O-:23])=[O:22])=[CH:17][CH:16]=2)[N:5]=1. (7) Given the reactants Br[C:2]1[CH:3]=[N:4][CH:5]=[C:6]([S:8]([CH3:11])(=[O:10])=[O:9])[CH:7]=1.[CH2:12]([O:14][C:15]([O:21][CH2:22][CH3:23])([O:18][CH2:19][CH3:20])[C:16]#[CH:17])[CH3:13].C(N(CC)CC)C, predict the reaction product. The product is: [CH3:11][S:8]([C:6]1[CH:5]=[N:4][CH:3]=[C:2]([C:17]#[C:16][C:15]([O:18][CH2:19][CH3:20])([O:14][CH2:12][CH3:13])[O:21][CH2:22][CH3:23])[CH:7]=1)(=[O:10])=[O:9]. (8) Given the reactants [CH:1]1([NH:4][C:5]([C:7]2[CH:8]=[C:9]([F:27])[C:10]([CH3:26])=[C:11]([C:13]3[C:14]([C:23](O)=[O:24])=[CH:15][C:16]([C:19]([O:21][CH3:22])=[O:20])=[CH:17][CH:18]=3)[CH:12]=2)=[O:6])[CH2:3][CH2:2]1.CCN=C=NCCCN(C)C.[NH2:39][C:40]1[S:41][CH:42]=[CH:43][N:44]=1, predict the reaction product. The product is: [CH:1]1([NH:4][C:5]([C:7]2[CH:8]=[C:9]([F:27])[C:10]([CH3:26])=[C:11]([C:13]3[CH:18]=[CH:17][C:16]([C:19]([O:21][CH3:22])=[O:20])=[CH:15][C:14]=3[C:23]([NH:39][C:40]3[S:41][CH:42]=[CH:43][N:44]=3)=[O:24])[CH:12]=2)=[O:6])[CH2:3][CH2:2]1. (9) Given the reactants [O:1]([CH2:19][C:20]([CH:23]1[CH2:32][CH:31]([O:33][CH2:34][CH3:35])[C:30]2[C:25](=[CH:26][CH:27]=[C:28]([N+:36]([O-:38])=[O:37])[CH:29]=2)[NH:24]1)([CH3:22])[CH3:21])[Si](C(C)(C)C)(C1C=CC=CC=1)C1C=CC=CC=1.[F-].C([N+](CCCC)(CCCC)CCCC)CCC, predict the reaction product. The product is: [CH2:34]([O:33][CH:31]1[C:30]2[C:25](=[CH:26][CH:27]=[C:28]([N+:36]([O-:38])=[O:37])[CH:29]=2)[NH:24][CH:23]([C:20]([CH3:21])([CH3:22])[CH2:19][OH:1])[CH2:32]1)[CH3:35].